From a dataset of M1 muscarinic receptor agonist screen with 61,833 compounds. Binary Classification. Given a drug SMILES string, predict its activity (active/inactive) in a high-throughput screening assay against a specified biological target. (1) The compound is S(c1nn2c(cc(nc2n1)C)C)CC(=O)NCCOC. The result is 0 (inactive). (2) The drug is O(CC\N=C\c1c(n(nc1)C)C)Cc1ccccc1. The result is 0 (inactive). (3) The compound is S=c1n(c(n[nH]1)c1ccccc1)CC=C. The result is 0 (inactive). (4) The compound is s1c(NC(=O)CCN2C(=O)C3C(C4CC3C=C4)C2=O)ncc1. The result is 0 (inactive). (5) The result is 0 (inactive). The compound is O1c2c(OC1)ccc(NC(=O)COC(=O)c1c(NC(=O)c3occc3)cccc1)c2. (6) The drug is S(c1n(N)c(nn1)c1cc(OC)c(OC)c(OC)c1)CC(C)=C. The result is 0 (inactive).